This data is from Peptide-MHC class I binding affinity with 185,985 pairs from IEDB/IMGT. The task is: Regression. Given a peptide amino acid sequence and an MHC pseudo amino acid sequence, predict their binding affinity value. This is MHC class I binding data. (1) The peptide sequence is SSLRREHIK. The MHC is HLA-A31:01 with pseudo-sequence HLA-A31:01. The binding affinity (normalized) is 0.584. (2) The peptide sequence is STLERTSKASLER. The MHC is HLA-A31:01 with pseudo-sequence HLA-A31:01. The binding affinity (normalized) is 0.377.